Dataset: Catalyst prediction with 721,799 reactions and 888 catalyst types from USPTO. Task: Predict which catalyst facilitates the given reaction. (1) Reactant: S(Cl)([Cl:3])=O.[Cl:5][C:6]1[C:14]([C:15]2[CH2:19][CH2:18][O:17][N:16]=2)=[C:13]([S:20]([CH3:23])(=[O:22])=[O:21])[CH:12]=[CH:11][C:7]=1[C:8](O)=[O:9].CN(C)C=O. Product: [Cl:5][C:6]1[C:14]([C:15]2[CH2:19][CH2:18][O:17][N:16]=2)=[C:13]([S:20]([CH3:23])(=[O:22])=[O:21])[CH:12]=[CH:11][C:7]=1[C:8]([Cl:3])=[O:9]. The catalyst class is: 11. (2) Reactant: [Br:1][C:2]1[CH:3]=[C:4]([O:11][S:12]([C:15]2[CH:20]=[CH:19][CH:18]=[CH:17][CH:16]=2)(=[O:14])=[O:13])[CH:5]=[C:6]2[C:10]=1[NH:9][CH:8]=[CH:7]2.[CH3:21][N:22]1[CH2:27][CH2:26][C:25](=O)[CH2:24][CH2:23]1.OP(O)(O)=O.[OH-].[NH4+]. Product: [Br:1][C:2]1[CH:3]=[C:4]([O:11][S:12]([C:15]2[CH:20]=[CH:19][CH:18]=[CH:17][CH:16]=2)(=[O:14])=[O:13])[CH:5]=[C:6]2[C:10]=1[NH:9][CH:8]=[C:7]2[C:25]1[CH2:26][CH2:27][N:22]([CH3:21])[CH2:23][CH:24]=1. The catalyst class is: 15. (3) Reactant: [C:1]([O:5][CH:6]([C:11]1[C:16]([CH3:17])=[CH:15][CH:14]=[C:13]([CH3:18])[C:12]=1[C:19]1[CH:20]=[CH:21][C:22]2[O:27][CH2:26][CH2:25][CH2:24][C:23]=2[CH:28]=1)[C:7]([O:9]C)=[O:8])([CH3:4])([CH3:3])[CH3:2].CO.[OH-].[Li+].Cl. Product: [C:1]([O:5][CH:6]([C:11]1[C:16]([CH3:17])=[CH:15][CH:14]=[C:13]([CH3:18])[C:12]=1[C:19]1[CH:20]=[CH:21][C:22]2[O:27][CH2:26][CH2:25][CH2:24][C:23]=2[CH:28]=1)[C:7]([OH:9])=[O:8])([CH3:4])([CH3:2])[CH3:3]. The catalyst class is: 30. (4) Reactant: Br[CH2:2][C:3]1[CH:8]=[CH:7][C:6]([S:9]([NH:12][C:13]([CH3:16])([CH3:15])[CH3:14])(=[O:11])=[O:10])=[CH:5][CH:4]=1.[CH2:17]([C:21]1[NH:25][C:24]([CH:26]=[O:27])=[C:23]([Cl:28])[N:22]=1)[CH2:18][CH2:19][CH3:20].C(=O)([O-])[O-].[K+].[K+].CN(C=O)C. Product: [C:13]([NH:12][S:9]([C:6]1[CH:7]=[CH:8][C:3]([CH2:2][N:25]2[C:24]([CH:26]=[O:27])=[C:23]([Cl:28])[N:22]=[C:21]2[CH2:17][CH2:18][CH2:19][CH3:20])=[CH:4][CH:5]=1)(=[O:11])=[O:10])([CH3:16])([CH3:15])[CH3:14]. The catalyst class is: 25. (5) Reactant: [F:1][C:2]1[CH:7]=[CH:6][CH:5]=[CH:4][C:3]=1[O:8][CH3:9].[C:10]1(=[O:16])[O:15][C:13](=[O:14])[CH2:12][CH2:11]1.[Cl-].[Cl-].[Cl-].[Al+3].Cl. Product: [F:1][C:2]1[CH:7]=[C:6]([CH:5]=[CH:4][C:3]=1[O:8][CH3:9])[C:10]([CH2:11][CH2:12][C:13]([OH:15])=[O:14])=[O:16]. The catalyst class is: 2.